This data is from Forward reaction prediction with 1.9M reactions from USPTO patents (1976-2016). The task is: Predict the product of the given reaction. (1) Given the reactants [CH:1]([C:3]1[CH:12]=[CH:11][C:10]2[C:5](=[C:6]([N:13]3[CH2:18][CH2:17][CH:16]([CH2:19][NH:20][C:21](=[O:27])[O:22][C:23]([CH3:26])([CH3:25])[CH3:24])[CH2:15][CH2:14]3)[CH:7]=[CH:8][CH:9]=2)[N:4]=1)=O.[I:28][C:29]1[CH:34]=[CH:33][N:32]=[C:31]([NH:35][NH2:36])[CH:30]=1, predict the reaction product. The product is: [I:28][C:29]1[CH:34]=[CH:33][N:32]=[C:31]([NH:35]/[N:36]=[CH:1]/[C:3]2[CH:12]=[CH:11][C:10]3[C:5](=[C:6]([N:13]4[CH2:14][CH2:15][CH:16]([CH2:19][NH:20][C:21](=[O:27])[O:22][C:23]([CH3:25])([CH3:26])[CH3:24])[CH2:17][CH2:18]4)[CH:7]=[CH:8][CH:9]=3)[N:4]=2)[CH:30]=1. (2) Given the reactants [C:1]([O:5][C:6]([NH:8][CH2:9][CH2:10][CH2:11][C@H:12]([NH:26]C(=O)OCC1C=CC=CC=1)[C:13]([NH:15][CH2:16][CH2:17][NH:18][C:19]([O:21][C:22]([CH3:25])([CH3:24])[CH3:23])=[O:20])=[O:14])=[O:7])([CH3:4])([CH3:3])[CH3:2], predict the reaction product. The product is: [C:1]([O:5][C:6]([NH:8][CH2:9][CH2:10][CH2:11][C@@H:12]([C:13]([NH:15][CH2:16][CH2:17][NH:18][C:19]([O:21][C:22]([CH3:25])([CH3:24])[CH3:23])=[O:20])=[O:14])[NH2:26])=[O:7])([CH3:4])([CH3:3])[CH3:2]. (3) Given the reactants Br[C:2]1[CH:3]=[C:4]([O:28][C:29]2[CH:34]=[CH:33][CH:32]=[CH:31][CH:30]=2)[C:5]([NH:8][C:9]2[S:10][CH:11]=[C:12]([CH2:14][CH:15]3[CH2:20][CH2:19][N:18]([C:21]([O:23][C:24]([CH3:27])([CH3:26])[CH3:25])=[O:22])[CH2:17][CH2:16]3)[N:13]=2)=[N:6][CH:7]=1.C(N(C(C)C)C(C)C)C.C1(P(C2C=CC=CC=2)C2C3OC4C(=CC=CC=4P(C4C=CC=CC=4)C4C=CC=CC=4)C(C)(C)C=3C=CC=2)C=CC=CC=1.[SH:86][CH2:87][CH2:88][C:89]([O:91][CH3:92])=[O:90], predict the reaction product. The product is: [CH3:92][O:91][C:89](=[O:90])[CH2:88][CH2:87][S:86][C:2]1[CH:3]=[C:4]([O:28][C:29]2[CH:34]=[CH:33][CH:32]=[CH:31][CH:30]=2)[C:5]([NH:8][C:9]2[S:10][CH:11]=[C:12]([CH2:14][CH:15]3[CH2:20][CH2:19][N:18]([C:21]([O:23][C:24]([CH3:27])([CH3:26])[CH3:25])=[O:22])[CH2:17][CH2:16]3)[N:13]=2)=[N:6][CH:7]=1. (4) Given the reactants [F:1][C:2]([F:22])([F:21])[C:3]1[CH:8]=[CH:7][C:6]([S:9]([O:12][C:13]2[CH:18]=[CH:17][CH:16]=[CH:15][C:14]=2[CH:19]=[CH2:20])(=[O:11])=[O:10])=[CH:5][CH:4]=1.[N+](=[CH:25][C:26]([O:28][CH2:29][CH3:30])=[O:27])=[N-], predict the reaction product. The product is: [F:22][C:2]([F:1])([F:21])[C:3]1[CH:8]=[CH:7][C:6]([S:9]([O:12][C:13]2[CH:18]=[CH:17][CH:16]=[CH:15][C:14]=2[CH:19]2[CH2:20][CH:25]2[C:26]([O:28][CH2:29][CH3:30])=[O:27])(=[O:11])=[O:10])=[CH:5][CH:4]=1. (5) The product is: [CH2:12]([O:11][C:9]1[CH:8]=[CH:7][C:3]([C:4]([O:34][CH2:33][C:27]2[CH:26]=[CH:4][CH:3]=[CH:2][CH:10]=2)=[O:6])=[C:2]([F:1])[CH:10]=1)[C:13]1[CH:18]=[CH:17][CH:16]=[CH:15][CH:14]=1. Given the reactants [F:1][C:2]1[CH:10]=[C:9]([OH:11])[CH:8]=[CH:7][C:3]=1[C:4]([OH:6])=O.[CH2:12](Br)[C:13]1[CH:18]=[CH:17][CH:16]=[CH:15][CH:14]=1.C(=O)([O-])[O-].[K+].[K+].[C:26]([O-])(=O)[CH3:27].CN([CH:33]=[O:34])C, predict the reaction product. (6) Given the reactants [Si]([O:8][CH2:9][CH2:10][N:11]([CH2:26][CH2:27][C:28]1[C:36]2[C:31](=[CH:32][CH:33]=[CH:34][CH:35]=2)[NH:30][CH:29]=1)[CH:12]1[C:20]2[C:15](=[CH:16][C:17]([C:21]([O:23][CH2:24][CH3:25])=[O:22])=[CH:18][CH:19]=2)[CH2:14][CH2:13]1)(C(C)(C)C)(C)C.C(O)(C(F)(F)F)=O, predict the reaction product. The product is: [OH:8][CH2:9][CH2:10][N:11]([CH2:26][CH2:27][C:28]1[C:36]2[C:31](=[CH:32][CH:33]=[CH:34][CH:35]=2)[NH:30][CH:29]=1)[CH:12]1[C:20]2[C:15](=[CH:16][C:17]([C:21]([O:23][CH2:24][CH3:25])=[O:22])=[CH:18][CH:19]=2)[CH2:14][CH2:13]1. (7) The product is: [C:82]([CH2:83][CH2:84][CH2:9][N:10]([CH3:2])[C@H:11]([C:15]([NH:17][C@H:18]([C:22]([N:24]([C@@H:26]([C@@H:68]([CH3:71])[CH2:69][CH3:70])[C@H:27]([O:66][CH3:67])[CH2:28][C:29]([N:31]1[CH2:35][CH2:34][CH2:33][C@H:32]1[C@H:36]([O:64][CH3:65])[C@@H:37]([CH3:63])[C:38]([NH:40][C@@H:41]([CH2:56][C:57]1[CH:58]=[CH:59][CH:60]=[CH:61][CH:62]=1)[C:42]([O:44][CH2:45][C:46]12[CH2:47][CH:48]3[CH2:54][CH:52]([CH2:51][CH:50]([CH2:49]3)[CH2:55]1)[CH2:53]2)=[O:43])=[O:39])=[O:30])[CH3:25])=[O:23])[CH:19]([CH3:20])[CH3:21])=[O:16])[CH:12]([CH3:14])[CH3:13])([OH:111])=[O:81]. Given the reactants F[C:2](F)(F)C([O-])=O.[Na+].[CH3:9][NH:10][C@H:11]([C:15]([NH:17][C@H:18]([C:22]([N:24]([C@@H:26]([C@@H:68]([CH3:71])[CH2:69][CH3:70])[C@H:27]([O:66][CH3:67])[CH2:28][C:29]([N:31]1[CH2:35][CH2:34][CH2:33][C@H:32]1[C@H:36]([O:64][CH3:65])[C@@H:37]([CH3:63])[C:38]([NH:40][C@@H:41]([CH2:56][C:57]1[CH:62]=[CH:61][CH:60]=[CH:59][CH:58]=1)[C:42]([O:44][CH2:45][C:46]12[CH2:55][CH:50]3[CH2:51][CH:52]([CH2:54][CH:48]([CH2:49]3)[CH2:47]1)[CH2:53]2)=[O:43])=[O:39])=[O:30])[CH3:25])=[O:23])[CH:19]([CH3:21])[CH3:20])=[O:16])[CH:12]([CH3:14])[CH3:13].C([BH3-])#N.[Na+].Cl.C([O:81][C:82](=[O:111])[CH2:83][C@@H:84](OC)[C@@H](N(C(=O)[C@H](C(C)C)NC(OCC1C=CC=CC=1)=O)C)[C@@H](C)CC)(C)(C)C, predict the reaction product.